From a dataset of Catalyst prediction with 721,799 reactions and 888 catalyst types from USPTO. Predict which catalyst facilitates the given reaction. (1) Reactant: [F:1][C:2]1[CH:7]=[CH:6][C:5]([C:8]2[C:19]([C:20]3[CH:25]=[CH:24][C:23](=[O:26])[N:22]([C:27]4[CH:32]=[CH:31][CH:30]=[CH:29][C:28]=4[CH3:33])[N:21]=3)=[C:11]3[NH:12][CH2:13][CH:14]([C:16]([OH:18])=O)[CH2:15][N:10]3[N:9]=2)=[CH:4][CH:3]=1.CCN=C=N[CH2:39][CH2:40][CH2:41][N:42](C)C.Cl.C1(N)CC1. Product: [CH:41]1([NH:42][C:16]([CH:14]2[CH2:15][N:10]3[N:9]=[C:8]([C:5]4[CH:6]=[CH:7][C:2]([F:1])=[CH:3][CH:4]=4)[C:19]([C:20]4[CH:25]=[CH:24][C:23](=[O:26])[N:22]([C:27]5[CH:32]=[CH:31][CH:30]=[CH:29][C:28]=5[CH3:33])[N:21]=4)=[C:11]3[NH:12][CH2:13]2)=[O:18])[CH2:39][CH2:40]1. The catalyst class is: 2. (2) Reactant: [CH:1](=[O:9])[C:2]1[C:3](=[CH:5][CH:6]=[CH:7][CH:8]=1)[OH:4].N1C=CC=CC=1.[Br:16][CH2:17][C:18](Br)=[O:19]. Product: [CH:1]([C:2]1[CH:8]=[CH:7][CH:6]=[CH:5][C:3]=1[O:4][C:18](=[O:19])[CH2:17][Br:16])=[O:9]. The catalyst class is: 4. (3) Reactant: [CH2:11]([C:8]1[CH:9]=[C:10]([CH:14]=[CH:15][CH:16]=1)[C:11]([OH:12])=[O:12])[C:10]1[CH:14]=[CH:15][CH:16]=[CH:8][CH:9]=1.C(Cl)(=O)C(Cl)=O.[NH4+:23].[OH-]. Product: [C:11]([NH2:23])(=[O:12])[C:10]1[CH:14]=[CH:15][CH:16]=[CH:8][CH:9]=1. The catalyst class is: 85. (4) Reactant: [Si]([O:8][CH2:9][CH2:10][CH2:11][N:12]1[C:21](=[O:22])[C:20]2[C:15](=[CH:16][CH:17]=[C:18]([O:31][C:32]([F:35])([F:34])[F:33])[C:19]=2[CH:23]([OH:30])[C:24]2[CH:29]=[CH:28][CH:27]=[CH:26][CH:25]=2)[N:14]([CH3:36])[C:13]1=[O:37])(C(C)(C)C)(C)C.Cl. Product: [OH:30][CH:23]([C:24]1[CH:25]=[CH:26][CH:27]=[CH:28][CH:29]=1)[C:19]1[C:18]([O:31][C:32]([F:33])([F:34])[F:35])=[CH:17][CH:16]=[C:15]2[C:20]=1[C:21](=[O:22])[N:12]([CH2:11][CH2:10][CH2:9][OH:8])[C:13](=[O:37])[N:14]2[CH3:36]. The catalyst class is: 5. (5) Reactant: Cl[C:2]1[CH:3]=[C:4]([NH:9][C:10]2[CH:19]=[C:13]3[CH2:14][N:15]([CH3:18])[CH2:16][CH2:17][N:12]3[N:11]=2)[C:5](=[O:8])[NH:6][N:7]=1.[C:20]([C:24]1[S:31][C:30]2[C:29](=[O:32])[N:28]([C:33]3[CH:38]=[CH:37][CH:36]=[C:35](B4OC(C)(C)C(C)(C)O4)[C:34]=3[CH3:48])[CH2:27][C:26]=2[CH:25]=1)([CH3:23])([CH3:22])[CH3:21].O1CCOCC1.C(=O)([O-])[O-].[Na+].[Na+]. Product: [C:20]([C:24]1[S:31][C:30]2[C:29](=[O:32])[N:28]([C:33]3[C:34]([CH3:48])=[C:35]([C:2]4[CH:3]=[C:4]([NH:9][C:10]5[CH:19]=[C:13]6[CH2:14][N:15]([CH3:18])[CH2:16][CH2:17][N:12]6[N:11]=5)[C:5](=[O:8])[NH:6][N:7]=4)[CH:36]=[CH:37][CH:38]=3)[CH2:27][C:26]=2[CH:25]=1)([CH3:23])([CH3:21])[CH3:22]. The catalyst class is: 535. (6) Reactant: [CH3:1][C:2]1([CH:7]2[CH2:12][CH2:11][CH:10]([NH:13][C:14](=[O:30])[O:15][CH2:16][CH:17]3[C:29]4[CH:28]=[CH:27][CH:26]=[CH:25][C:24]=4[C:23]4[C:18]3=[CH:19][CH:20]=[CH:21][CH:22]=4)[CH2:9][CH2:8]2)OCC[O:3]1.C1(C)C=CC(S(O)(=O)=O)=CC=1.CC(C)=O. Product: [C:2]([CH:7]1[CH2:8][CH2:9][CH:10]([NH:13][C:14](=[O:30])[O:15][CH2:16][CH:17]2[C:29]3[CH:28]=[CH:27][CH:26]=[CH:25][C:24]=3[C:23]3[C:18]2=[CH:19][CH:20]=[CH:21][CH:22]=3)[CH2:11][CH2:12]1)(=[O:3])[CH3:1]. The catalyst class is: 6.